From a dataset of CYP2D6 inhibition data for predicting drug metabolism from PubChem BioAssay. Regression/Classification. Given a drug SMILES string, predict its absorption, distribution, metabolism, or excretion properties. Task type varies by dataset: regression for continuous measurements (e.g., permeability, clearance, half-life) or binary classification for categorical outcomes (e.g., BBB penetration, CYP inhibition). Dataset: cyp2d6_veith. (1) The compound is O=C(O)/C=C1\CCCc2ccccc2[C@H]1O. The result is 1 (inhibitor). (2) The molecule is CCCc1cc2c(=O)c(-c3ccc4c(c3)OCCO4)coc2cc1OC(=O)c1ccco1. The result is 0 (non-inhibitor). (3) The molecule is COc1cccc2c1C(=O)c1c(O)c3c(c(O)c1C2=O)C[C@@](O)(C(C)=O)C[C@@H]3O[C@H]1C[C@H](N)[C@H](O)[C@H](C)O1. The result is 0 (non-inhibitor).